From a dataset of Experimentally validated miRNA-target interactions with 360,000+ pairs, plus equal number of negative samples. Binary Classification. Given a miRNA mature sequence and a target amino acid sequence, predict their likelihood of interaction. (1) The miRNA is mmu-miR-331-5p with sequence CUAGGUAUGGUCCCAGGGAUCC. The protein sequence of the target gene is MEPELLVRKVSALQACVRGFLVRRQFQSLRAEYEAIVREVEGDLGTLQWTEGRIPRPRFLPEKAKSHQTWKAGDRVANPEQGLWNHFPCEESEGEATWEEMVLKKSGESSANQGSLCRDHSSWLQMKQNRKPSQEKTRDTTRMENPEATDQRLPHSQPQLQELQYHRSHLAMELLWLQQAINSRKEYLLLKQTLRSPEAGPIREEPRVFLEHGEQACERDQSQPSAPLEDQSYRDRTTGELEQEDDSCHRVKSPHRSPGSLATTQKNIAGAKCREPCYSKSGPPSSIPSNSQALGDRLTK.... Result: 0 (no interaction). (2) The miRNA is hsa-miR-3144-5p with sequence AGGGGACCAAAGAGAUAUAUAG. The protein sequence of the target gene is MAAPWASLRLVAPMWNGRIRGIHRLGAAVAPEGNQKKKRTILQFLTNYFYDVEALRDYLLQREMYKVHEKNRSYTWLEKQHGPYGAGAFFILKQGGAVKFRDKEWIRPDKYGHFSQEFWNFCEVPVEAVDAGDCDINYEGLDNLLRLKELQSLSLQRCCHVDDWCLSRLYPLADSLQELSLAGCPRISERGLACLHHLQNLRRLDISDLPAVSNPGLTQILVEEMLPNCEVVGVDWAEGLKSGPEEQPRDTASPVPA. Result: 0 (no interaction).